This data is from Reaction yield outcomes from USPTO patents with 853,638 reactions. The task is: Predict the reaction yield, written as a fraction of the theoretical maximum amount of product (1.0 means a 100% yield; for example, 0.34 means a 34% yield). (1) The reactants are O[CH2:2][C:3]1[CH:8]=[CH:7][C:6]([NH:9][C:10](=[O:16])[O:11][C:12]([CH3:15])([CH3:14])[CH3:13])=[CH:5][CH:4]=1.S(Cl)([Cl:19])=O. The catalyst is ClCCl.N1C=CC=CC=1. The product is [Cl:19][CH2:2][C:3]1[CH:8]=[CH:7][C:6]([NH:9][C:10](=[O:16])[O:11][C:12]([CH3:15])([CH3:14])[CH3:13])=[CH:5][CH:4]=1. The yield is 0.500. (2) The reactants are [CH3:1][N:2]1[CH2:7][CH2:6][CH:5]([C:8]([OH:10])=O)[CH2:4][CH2:3]1.[CH3:11][C:12]([CH3:23])([O:14][C:15]([N:17]1[CH2:22][CH2:21][NH:20][CH2:19][CH2:18]1)=[O:16])[CH3:13]. No catalyst specified. The product is [CH3:1][N:2]1[CH2:3][CH2:4][CH:5]([C:8]([N:20]2[CH2:19][CH2:18][N:17]([C:15]([O:14][C:12]([CH3:23])([CH3:13])[CH3:11])=[O:16])[CH2:22][CH2:21]2)=[O:10])[CH2:6][CH2:7]1. The yield is 0.970. (3) The reactants are [NH2:1][C:2]1[N:7]=[CH:6][N:5]=[C:4]2[N:8]([CH:12]([C:14]3[O:15][C:16]4[C:21]([C:22](=[O:31])[C:23]=3[C:24]3[CH:29]=[CH:28][CH:27]=[C:26]([F:30])[CH:25]=3)=[CH:20][CH:19]=[CH:18][CH:17]=4)[CH3:13])[N:9]=[C:10](I)[C:3]=12.[OH:32][CH2:33][C:34]1[S:35][CH:36]=[C:37](B(O)O)[CH:38]=1.C(=O)([O-])[O-].[Na+].[Na+].ClCCl. The catalyst is CN(C=O)C.C(O)C.O. The product is [NH2:1][C:2]1[N:7]=[CH:6][N:5]=[C:4]2[N:8]([CH:12]([C:14]3[O:15][C:16]4[C:21]([C:22](=[O:31])[C:23]=3[C:24]3[CH:29]=[CH:28][CH:27]=[C:26]([F:30])[CH:25]=3)=[CH:20][CH:19]=[CH:18][CH:17]=4)[CH3:13])[N:9]=[C:10]([C:37]3[CH:38]=[C:34]([CH2:33][OH:32])[S:35][CH:36]=3)[C:3]=12. The yield is 0.140. (4) The reactants are Br[C:2]1[NH:3][C:4]2[C:9]([C:10]=1[CH:11]1[CH2:16][CH2:15][CH2:14][CH2:13][CH2:12]1)=[CH:8][CH:7]=[C:6]([C:17]([O:19][C:20]([CH3:23])([CH3:22])[CH3:21])=[O:18])[CH:5]=2.[C:24]1(B(O)O)[CH:29]=[CH:28][CH:27]=[CH:26][CH:25]=1.C([O-])([O-])=O.[Na+].[Na+].CCOC(C)=O. The catalyst is COCCOC.CCO.C1C=CC([P]([Pd]([P](C2C=CC=CC=2)(C2C=CC=CC=2)C2C=CC=CC=2)([P](C2C=CC=CC=2)(C2C=CC=CC=2)C2C=CC=CC=2)[P](C2C=CC=CC=2)(C2C=CC=CC=2)C2C=CC=CC=2)(C2C=CC=CC=2)C2C=CC=CC=2)=CC=1. The product is [CH:11]1([C:10]2[C:9]3[C:4](=[CH:5][C:6]([C:17]([O:19][C:20]([CH3:23])([CH3:22])[CH3:21])=[O:18])=[CH:7][CH:8]=3)[NH:3][C:2]=2[C:24]2[CH:29]=[CH:28][CH:27]=[CH:26][CH:25]=2)[CH2:16][CH2:15][CH2:14][CH2:13][CH2:12]1. The yield is 0.900. (5) The reactants are [F:1][C:2]1[CH:9]=[C:8]([CH3:10])[CH:7]=[CH:6][C:3]=1[C:4]#[N:5].[Br:11]N1C(=O)CCC1=O. The catalyst is C(Cl)(Cl)(Cl)Cl.C(Cl)Cl.O.C(OOC(=O)C1C=CC=CC=1)(=O)C1C=CC=CC=1. The product is [Br:11][CH2:10][C:8]1[CH:7]=[CH:6][C:3]([C:4]#[N:5])=[C:2]([F:1])[CH:9]=1. The yield is 0.760. (6) The reactants are [Br:1][C:2]1[C:3]([NH:18][S:19]([CH3:22])(=[O:21])=[O:20])=[CH:4][C:5]2[O:9][C:8]([CH:10]3[CH2:12][CH2:11]3)=[C:7]([C:13]([NH:15][CH3:16])=[O:14])[C:6]=2[CH:17]=1.[C:23]([O-])([O-])=O.[K+].[K+].CI. The catalyst is CN(C=O)C. The product is [Br:1][C:2]1[C:3]([N:18]([CH3:23])[S:19]([CH3:22])(=[O:20])=[O:21])=[CH:4][C:5]2[O:9][C:8]([CH:10]3[CH2:11][CH2:12]3)=[C:7]([C:13]([NH:15][CH3:16])=[O:14])[C:6]=2[CH:17]=1. The yield is 0.650. (7) The reactants are Cl[C:2]1[C:7]([C:8]2[N:12]3[CH:13]=[C:14]([C:17]4[CH:22]=[CH:21][C:20]([O:23][CH3:24])=[CH:19][CH:18]=4)[CH:15]=[CH:16][C:11]3=[N:10][N:9]=2)=[CH:6][CH:5]=[CH:4][N:3]=1.[CH3:25][O-:26].[Na+]. The catalyst is CO. The product is [CH3:24][O:23][C:20]1[CH:21]=[CH:22][C:17]([C:14]2[CH:15]=[CH:16][C:11]3[N:12]([C:8]([C:7]4[C:2]([O:26][CH3:25])=[N:3][CH:4]=[CH:5][CH:6]=4)=[N:9][N:10]=3)[CH:13]=2)=[CH:18][CH:19]=1. The yield is 0.840. (8) The reactants are [CH3:1][O:2][C:3]1[CH:32]=[CH:31][C:6]([CH2:7][N:8]2[CH:12]=[C:11](B3OC(C)(C)C(C)(C)O3)[C:10]([C:22]3[CH:27]=[CH:26][CH:25]=[C:24]([N+:28]([O-:30])=[O:29])[CH:23]=3)=[N:9]2)=[CH:5][CH:4]=1.[CH3:33][S:34][C:35]1[N:40]=[C:39](Cl)[CH:38]=[CH:37][N:36]=1.C(=O)([O-])[O-].[Cs+].[Cs+]. The catalyst is O1CCOCC1.O.C1C=CC([P]([Pd]([P](C2C=CC=CC=2)(C2C=CC=CC=2)C2C=CC=CC=2)([P](C2C=CC=CC=2)(C2C=CC=CC=2)C2C=CC=CC=2)[P](C2C=CC=CC=2)(C2C=CC=CC=2)C2C=CC=CC=2)(C2C=CC=CC=2)C2C=CC=CC=2)=CC=1. The product is [CH3:1][O:2][C:3]1[CH:4]=[CH:5][C:6]([CH2:7][N:8]2[CH:12]=[C:11]([C:37]3[CH:38]=[CH:39][N:40]=[C:35]([S:34][CH3:33])[N:36]=3)[C:10]([C:22]3[CH:27]=[CH:26][CH:25]=[C:24]([N+:28]([O-:30])=[O:29])[CH:23]=3)=[N:9]2)=[CH:31][CH:32]=1. The yield is 0.880. (9) The reactants are [CH:1]1([CH2:6][C@H:7]([N:11]2[CH2:19][C:18]3[C:13](=[CH:14][CH:15]=[CH:16][C:17]=3[C:20]([F:23])([F:22])[F:21])[C:12]2=[O:24])[C:8](O)=[O:9])[CH2:5][CH2:4][CH2:3][CH2:2]1.C(Cl)(=O)C(Cl)=O.[CH3:31][N:32]1[CH:36]=[CH:35][C:34]([NH2:37])=[N:33]1.N1C(C)=CC=CC=1C. The catalyst is C(Cl)Cl.CN(C)C=O. The product is [CH:1]1([CH2:6][C@H:7]([N:11]2[CH2:19][C:18]3[C:13](=[CH:14][CH:15]=[CH:16][C:17]=3[C:20]([F:22])([F:21])[F:23])[C:12]2=[O:24])[C:8]([NH:37][C:34]2[CH:35]=[CH:36][N:32]([CH3:31])[N:33]=2)=[O:9])[CH2:5][CH2:4][CH2:3][CH2:2]1. The yield is 0.770. (10) The reactants are [CH:1]12[CH2:7][CH:4]([CH:5]=[CH:6]1)[CH2:3][NH:2]2.[N+:8]([C:11]1[CH:16]=[CH:15][CH:14]=[CH:13][C:12]=1[S:17](Cl)(=[O:19])=[O:18])([O-:10])=[O:9].CCCCCC.CCOC(C)=O. The catalyst is C(Cl)Cl.C(N(CC)CC)C. The product is [N+:8]([C:11]1[CH:16]=[CH:15][CH:14]=[CH:13][C:12]=1[S:17]([N:2]1[CH2:3][CH:4]2[CH2:7][CH:1]1[CH:6]=[CH:5]2)(=[O:19])=[O:18])([O-:10])=[O:9]. The yield is 0.230.